This data is from Full USPTO retrosynthesis dataset with 1.9M reactions from patents (1976-2016). The task is: Predict the reactants needed to synthesize the given product. (1) Given the product [Cl:15][C:6]([C:9]1[CH:14]=[CH:13][N:12]=[CH:11][CH:10]=1)=[CH:7][C:26]#[N:24], predict the reactants needed to synthesize it. The reactants are: O=P(Cl)(Cl)Cl.[C:6]([C:9]1[CH:14]=[CH:13][N:12]=[CH:11][CH:10]=1)(=O)[CH3:7].[ClH:15].NO.C(=O)([O-])O.[Na+].C[N:24]([CH:26]=O)C. (2) Given the product [NH2:17][C:8]1[C:7]2=[N:6][N:5]([CH2:18][CH2:19][O:20][CH3:21])[C:4]([CH2:3][C:2]([NH:1][C:29](=[O:30])[C:28]3[CH:32]=[CH:33][C:25]([F:24])=[CH:26][CH:27]=3)([CH3:23])[CH3:22])=[C:16]2[C:15]2[CH:14]=[CH:13][CH:12]=[CH:11][C:10]=2[N:9]=1, predict the reactants needed to synthesize it. The reactants are: [NH2:1][C:2]([CH3:23])([CH3:22])[CH2:3][C:4]1[N:5]([CH2:18][CH2:19][O:20][CH3:21])[N:6]=[C:7]2[C:16]=1[C:15]1[CH:14]=[CH:13][CH:12]=[CH:11][C:10]=1[N:9]=[C:8]2[NH2:17].[F:24][C:25]1[CH:33]=[CH:32][C:28]([C:29](Cl)=[O:30])=[CH:27][CH:26]=1. (3) Given the product [CH:33]([N:29]1[C:28]([C:22]2[S:23][C:24]3[CH2:25][CH2:26][O:27][C:18]4[CH:17]=[C:16]([CH:10]5[CH2:11][CH2:12][CH2:13][NH:9]5)[CH:37]=[CH:36][C:19]=4[C:20]=3[N:21]=2)=[N:32][CH:31]=[N:30]1)([CH3:35])[CH3:34], predict the reactants needed to synthesize it. The reactants are: [Cl-].C(OC([N:9]1[CH2:13][CH2:12][CH2:11][CH:10]1[Zn+])=O)(C)(C)C.Br[C:16]1[CH:37]=[CH:36][C:19]2[C:20]3[N:21]=[C:22]([C:28]4[N:29]([CH:33]([CH3:35])[CH3:34])[N:30]=[CH:31][N:32]=4)[S:23][C:24]=3[CH2:25][CH2:26][O:27][C:18]=2[CH:17]=1.F[B-](F)(F)F.C([PH+](C(C)(C)C)C(C)(C)C)(C)(C)C.C(O)(C(F)(F)F)=O. (4) Given the product [OH:6][C:7]1[C:16](=[O:17])[C:15]2[C:10](=[CH:11][C:12]([CH2:18][CH2:19][CH2:20][CH2:21][CH2:22][CH2:23][CH2:24][CH2:25][CH2:26][CH3:27])=[CH:13][CH:14]=2)[O:9][C:8]=1[C:28]1[CH:33]=[C:32]([OH:34])[C:31]([OH:36])=[CH:30][C:29]=1[OH:38], predict the reactants needed to synthesize it. The reactants are: B(Br)(Br)Br.C[O:6][C:7]1[C:16](=[O:17])[C:15]2[C:10](=[CH:11][C:12]([CH2:18][CH2:19][CH2:20][CH2:21][CH2:22][CH2:23][CH2:24][CH2:25][CH2:26][CH3:27])=[CH:13][CH:14]=2)[O:9][C:8]=1[C:28]1[CH:33]=[C:32]([O:34]C)[C:31]([O:36]C)=[CH:30][C:29]=1[O:38]C.CO. (5) Given the product [Br:1][C:2]1[CH:3]=[C:4]([C:8]2[C:10]3[C:11](=[CH:12][C:13]([O:18][CH3:19])=[C:14]([O:16][CH3:17])[CH:15]=3)[NH:20][C:21](=[O:28])[C:22]=2[C:23]2[S:24][CH:25]=[CH:26][CH:27]=2)[CH:5]=[CH:6][CH:7]=1, predict the reactants needed to synthesize it. The reactants are: [Br:1][C:2]1[CH:3]=[C:4]([C:8]([C:10]2[CH:15]=[C:14]([O:16][CH3:17])[C:13]([O:18][CH3:19])=[CH:12][C:11]=2[NH:20][C:21](=[O:28])[CH2:22][C:23]2[S:24][CH:25]=[CH:26][CH:27]=2)=O)[CH:5]=[CH:6][CH:7]=1.CC([O-])(C)C.[K+]. (6) Given the product [ClH:35].[NH:25]1[CH2:26][CH2:27][CH:22]([C:17]2[C:16]([O:15][CH:13]3[CH2:14][N:11]([C:2]4[CH:3]=[CH:4][C:5]5[C:10](=[CH:9][CH:8]=[CH:7][CH:6]=5)[N:1]=4)[CH2:12]3)=[N:21][CH:20]=[CH:19][N:18]=2)[CH2:23][CH2:24]1, predict the reactants needed to synthesize it. The reactants are: [N:1]1[C:10]2[C:5](=[CH:6][CH:7]=[CH:8][CH:9]=2)[CH:4]=[CH:3][C:2]=1[N:11]1[CH2:14][CH:13]([O:15][C:16]2[C:17]([CH:22]3[CH2:27][CH2:26][N:25](C(OC(C)(C)C)=O)[CH2:24][CH2:23]3)=[N:18][CH:19]=[CH:20][N:21]=2)[CH2:12]1.[ClH:35].